Dataset: Full USPTO retrosynthesis dataset with 1.9M reactions from patents (1976-2016). Task: Predict the reactants needed to synthesize the given product. (1) Given the product [F:13][C:14]1[CH:15]=[C:16]([C:45]2[CH:50]=[CH:49][CH:48]=[CH:47][C:46]=2[C:51]2[NH:3][C:4](=[O:7])[O:5][N:52]=2)[CH:17]=[CH:18][C:19]=1[CH2:20][C:21]1[C:22](=[O:44])[N:23]([C@H:33]2[CH2:38][CH2:37][C@H:36]([O:39][CH2:40][CH:41]([OH:43])[CH3:42])[CH2:35][CH2:34]2)[C:24]2[N:25]([N:30]=[CH:31][CH:32]=2)[C:26]=1[CH2:27][CH2:28][CH3:29], predict the reactants needed to synthesize it. The reactants are: [Cl-].O[NH3+:3].[C:4](=[O:7])([O-])[OH:5].[Na+].CS(C)=O.[F:13][C:14]1[CH:15]=[C:16]([C:45]2[C:46]([C:51]#[N:52])=[CH:47][CH:48]=[CH:49][CH:50]=2)[CH:17]=[CH:18][C:19]=1[CH2:20][C:21]1[C:22](=[O:44])[N:23]([C@H:33]2[CH2:38][CH2:37][C@H:36]([O:39][CH2:40][CH:41]([OH:43])[CH3:42])[CH2:35][CH2:34]2)[C:24]2[N:25]([N:30]=[CH:31][CH:32]=2)[C:26]=1[CH2:27][CH2:28][CH3:29]. (2) Given the product [O:17]1[CH2:18][CH2:19][N:14]([CH2:13][CH2:12][O:1][C:2]2[CH:7]=[CH:6][C:5]([C:8](=[O:10])[CH3:9])=[CH:4][CH:3]=2)[CH2:15][CH2:16]1, predict the reactants needed to synthesize it. The reactants are: [OH:1][C:2]1[CH:7]=[CH:6][C:5]([C:8](=[O:10])[CH3:9])=[CH:4][CH:3]=1.Cl[CH2:12][CH2:13][N:14]1[CH2:19][CH2:18][O:17][CH2:16][CH2:15]1.Cl.[O-]CC.[Na+].CCO. (3) Given the product [CH2:13]([Sn:22]([CH2:34][CH2:35][CH2:36][CH3:37])([CH2:18][CH2:19][CH2:20][CH3:21])[C:5]1[S:1][C:2]2=[CH:12][C:11]3[CH:10]=[C:9]([Sn:22]([CH2:27][CH2:28][CH2:29][CH3:30])([CH2:23][CH2:24][CH2:25][CH3:26])[CH2:18][CH2:19][CH2:20][CH3:21])[S:8][C:7]=3[CH:6]=[C:3]2[CH:4]=1)[CH2:14][CH2:15][CH3:16], predict the reactants needed to synthesize it. The reactants are: [S:1]1[CH:5]=[CH:4][C:3]2=[CH:6][C:7]3[S:8][CH:9]=[CH:10][C:11]=3[CH:12]=[C:2]12.[CH2:13]([Li])[CH2:14][CH2:15][CH3:16].[CH2:18]([Sn:22](Cl)([CH2:27][CH2:28][CH2:29][CH3:30])[CH2:23][CH2:24][CH2:25][CH3:26])[CH2:19][CH2:20][CH3:21].CC[CH2:34][CH2:35][CH2:36][CH3:37]. (4) Given the product [OH:23][CH2:22][CH2:21][CH2:20][CH2:19][CH2:18][C:7]1[C:6]2[CH:24]=[CH:25][C:3]([OH:2])=[CH:4][C:5]=2[CH2:11][CH2:10][CH2:9][C:8]=1[C:12]1[CH:13]=[N:14][CH:15]=[CH:16][CH:17]=1, predict the reactants needed to synthesize it. The reactants are: C[O:2][C:3]1[CH:25]=[CH:24][C:6]2[C:7]([CH2:18][CH2:19][CH2:20][CH2:21][CH2:22][OH:23])=[C:8]([C:12]3[CH:13]=[N:14][CH:15]=[CH:16][CH:17]=3)[CH2:9][CH2:10][CH2:11][C:5]=2[CH:4]=1.C[S-].[Na+].C(OC(C)C)(C)C. (5) Given the product [Cl:1][C:2]1[C:3]([O:10][C:11]2[CH:16]=[CH:15][N:14]=[C:13]([C:22]3[CH:21]=[N:20][N:19]([CH3:18])[CH:23]=3)[CH:12]=2)=[CH:4][C:5]([F:9])=[C:6]([NH2:8])[CH:7]=1, predict the reactants needed to synthesize it. The reactants are: [Cl:1][C:2]1[C:3]([O:10][C:11]2[CH:16]=[CH:15][N:14]=[C:13](Cl)[CH:12]=2)=[CH:4][C:5]([F:9])=[C:6]([NH2:8])[CH:7]=1.[CH3:18][N:19]1[CH:23]=[CH:22][C:21](B2OC(C)(C)C(C)(C)O2)=[N:20]1.C(=O)([O-])[O-].[Cs+].[Cs+].O. (6) Given the product [C:1]1([C:23]2[CH:28]=[CH:27][CH:26]=[CH:25][CH:24]=2)[CH:6]=[CH:5][C:4]([C:7]2[N:8]=[C:9](/[CH:14]=[CH:15]/[C:16]3[CH:21]=[CH:20][C:19]([C:33]4[CH:34]=[CH:35][C:30]([OH:29])=[CH:31][CH:32]=4)=[CH:18][CH:17]=3)[N:10]([CH2:12][CH3:13])[CH:11]=2)=[CH:3][CH:2]=1, predict the reactants needed to synthesize it. The reactants are: [C:1]1([C:23]2[CH:28]=[CH:27][CH:26]=[CH:25][CH:24]=2)[CH:6]=[CH:5][C:4]([C:7]2[N:8]=[C:9](/[CH:14]=[CH:15]/[C:16]3[CH:21]=[CH:20][C:19](Br)=[CH:18][CH:17]=3)[N:10]([CH2:12][CH3:13])[CH:11]=2)=[CH:3][CH:2]=1.[OH:29][C:30]1[CH:35]=[CH:34][C:33](B(O)O)=[CH:32][CH:31]=1. (7) Given the product [Cl:12][C:13]1[CH:18]=[CH:17][C:16]([C:2]2[N:11]=[CH:10][CH:9]=[CH:8][C:3]=2[C:4]([O:6][CH3:7])=[O:5])=[CH:15][CH:14]=1, predict the reactants needed to synthesize it. The reactants are: Br[C:2]1[N:11]=[CH:10][CH:9]=[CH:8][C:3]=1[C:4]([O:6][CH3:7])=[O:5].[Cl:12][C:13]1[CH:18]=[CH:17][C:16](B(O)O)=[CH:15][CH:14]=1.C(=O)([O-])[O-].[K+].[K+].